Dataset: Reaction yield outcomes from USPTO patents with 853,638 reactions. Task: Predict the reaction yield, written as a fraction of the theoretical maximum amount of product (1.0 means a 100% yield; for example, 0.34 means a 34% yield). (1) The reactants are Br[CH2:2][CH:3](OCC)OCC.Br.C(=O)(O)[O-].[Na+].[Br:16][C:17]1[C:18]([NH2:24])=[N:19][CH:20]=[C:21]([Br:23])[N:22]=1.C(=O)([O-])[O-].[K+].[K+]. No catalyst specified. The product is [Br:23][C:21]1[N:22]=[C:17]([Br:16])[C:18]2[N:19]([CH:2]=[CH:3][N:24]=2)[CH:20]=1. The yield is 0.940. (2) The reactants are [CH3:1][O:2][C:3]1[C:8]2[N:9]=[C:10]([NH2:12])[S:11][C:7]=2[CH:6]=[CH:5][CH:4]=1.[C:13]1([CH3:22])[CH:18]=[CH:17][C:16]([C:19](Cl)=[O:20])=[CH:15][CH:14]=1.Br[CH:24]([CH3:30])[C:25]([O:27]CC)=[O:26].COC1C=CC2N=C(N)SC=2C=1.ClC1C=C(C=CC=1)C(Cl)=O.BrCC(OCC)=O. No catalyst specified. The product is [CH3:1][O:2][C:3]1[C:8]2[N:9]([CH:24]([CH3:30])[C:25]([OH:27])=[O:26])[C:10](=[N:12][C:19](=[O:20])[C:16]3[CH:17]=[CH:18][C:13]([CH3:22])=[CH:14][CH:15]=3)[S:11][C:7]=2[CH:6]=[CH:5][CH:4]=1. The yield is 0.280. (3) The reactants are [O:1]1[CH2:6][CH:5]=[C:4]([C:7]2[N:12]=[CH:11][C:10]([C:13]3[CH:18]=[CH:17][C:16]([S:19]([NH:22][C:23]4[C:32]([F:33])=[CH:31][C:26]([C:27]([O:29][CH3:30])=[O:28])=[C:25]([F:34])[CH:24]=4)(=[O:21])=[O:20])=[CH:15][CH:14]=3)=[CH:9][N:8]=2)[CH2:3][CH2:2]1.[H][H]. The catalyst is [Pd].CO. The product is [F:34][C:25]1[CH:24]=[C:23]([NH:22][S:19]([C:16]2[CH:17]=[CH:18][C:13]([C:10]3[CH:9]=[N:8][C:7]([CH:4]4[CH2:5][CH2:6][O:1][CH2:2][CH2:3]4)=[N:12][CH:11]=3)=[CH:14][CH:15]=2)(=[O:20])=[O:21])[C:32]([F:33])=[CH:31][C:26]=1[C:27]([O:29][CH3:30])=[O:28]. The yield is 0.700.